This data is from Full USPTO retrosynthesis dataset with 1.9M reactions from patents (1976-2016). The task is: Predict the reactants needed to synthesize the given product. Given the product [F:1][C:2]([F:19])([F:18])[C:3]1[CH:8]=[CH:7][C:6]([C:9]2[CH:14]=[CH:13][CH:12]=[CH:11][C:10]=2[C:15]([NH:20][C:21]2[CH:22]=[C:23]([CH:27]=[CH:28][CH:29]=2)[C:24]([OH:26])=[O:25])=[O:16])=[CH:5][CH:4]=1, predict the reactants needed to synthesize it. The reactants are: [F:1][C:2]([F:19])([F:18])[C:3]1[CH:8]=[CH:7][C:6]([C:9]2[C:10]([C:15](Cl)=[O:16])=[CH:11][CH:12]=[CH:13][CH:14]=2)=[CH:5][CH:4]=1.[NH2:20][C:21]1[CH:22]=[C:23]([CH:27]=[CH:28][CH:29]=1)[C:24]([OH:26])=[O:25].C/C(/O[Si](C)(C)C)=N\[Si](C)(C)C.O.